This data is from Catalyst prediction with 721,799 reactions and 888 catalyst types from USPTO. The task is: Predict which catalyst facilitates the given reaction. Reactant: [O:1]=[C:2]1[CH2:10][C:9]2[C:4](=[CH:5][CH:6]=[C:7]([C:11]([C:13]3[CH:18]=[CH:17][C:16]([NH:19][C:20](=[O:22])[CH3:21])=[CH:15][CH:14]=3)=[O:12])[CH:8]=2)[NH:3]1.[CH:23](OCC)=[O:24].[O-]CC.[Na+].Cl. Product: [OH:24][CH:23]=[C:10]1[C:9]2[C:4](=[CH:5][CH:6]=[C:7]([C:11]([C:13]3[CH:18]=[CH:17][C:16]([NH:19][C:20](=[O:22])[CH3:21])=[CH:15][CH:14]=3)=[O:12])[CH:8]=2)[NH:3][C:2]1=[O:1]. The catalyst class is: 8.